From a dataset of Reaction yield outcomes from USPTO patents with 853,638 reactions. Predict the reaction yield, written as a fraction of the theoretical maximum amount of product (1.0 means a 100% yield; for example, 0.34 means a 34% yield). (1) The product is [C:16]([O:15][C:13]([N:10]1[CH2:11][CH2:12][CH:7]([C:37]2[CH:42]=[CH:41][CH:40]=[C:39]([N:43]3[C:47]([CH3:48])=[CH:46][CH:45]=[C:44]3[CH3:49])[N:38]=2)[CH2:8][CH2:9]1)=[O:14])([CH3:19])([CH3:18])[CH3:17]. The reactants are C[Si](Cl)(C)C.I[CH:7]1[CH2:12][CH2:11][N:10]([C:13]([O:15][C:16]([CH3:19])([CH3:18])[CH3:17])=[O:14])[CH2:9][CH2:8]1.O1C=CC=C1P(C1OC=CC=1)C1OC=CC=1.Br[C:37]1[CH:42]=[CH:41][CH:40]=[C:39]([N:43]2[C:47]([CH3:48])=[CH:46][CH:45]=[C:44]2[CH3:49])[N:38]=1. The yield is 0.300. The catalyst is O1CCCC1.[Pd].[Pd].C(=CC(C=CC1C=CC=CC=1)=O)C1C=CC=CC=1.C(=CC(C=CC1C=CC=CC=1)=O)C1C=CC=CC=1.C(=CC(C=CC1C=CC=CC=1)=O)C1C=CC=CC=1. (2) The product is [CH2:13]([N:3]1[C:2](=[O:1])[CH:10]=[CH:9][C:5]([C:6]([OH:8])=[O:7])=[CH:4]1)[C:14]1[CH:19]=[CH:18][CH:17]=[CH:16][CH:15]=1. The reactants are [OH:1][C:2]1[CH:10]=[CH:9][C:5]([C:6]([OH:8])=[O:7])=[CH:4][N:3]=1.[OH-].[K+].[CH2:13](Br)[C:14]1[CH:19]=[CH:18][CH:17]=[CH:16][CH:15]=1. The catalyst is O.CO. The yield is 0.600. (3) The reactants are Br[C:2]1[C:3]([CH3:10])=[N:4][C:5]([CH3:9])=[C:6]([Br:8])[CH:7]=1.[CH2:11]([N:14]([CH3:16])[CH3:15])[C:12]#[CH:13]. The catalyst is C(NCC)C.CCOC(C)=O.C([O-])([O-])=O.[Na+].[Na+].[Cu](I)I.C1C=CC(P(C2C=CC=CC=2)C2C=CC=CC=2)=CC=1.C1C=CC(P(C2C=CC=CC=2)C2C=CC=CC=2)=CC=1.Cl[Pd]Cl. The product is [Br:8][C:6]1[CH:7]=[C:2]([C:13]#[C:12][CH2:11][N:14]([CH3:16])[CH3:15])[C:3]([CH3:10])=[N:4][C:5]=1[CH3:9]. The yield is 0.510. (4) The reactants are [Br:1][C:2]1[C:7]([N+:8]([O-])=O)=[CH:6][CH:5]=[CH:4][C:3]=1[F:11].[BH4-].[Na+].O. The catalyst is CO.Cl[Ni]Cl. The product is [Br:1][C:2]1[C:3]([F:11])=[CH:4][CH:5]=[CH:6][C:7]=1[NH2:8]. The yield is 0.700. (5) The reactants are [CH:1]1[C:13]2[C:12]3[O:11][C:10]4[CH2:14][CH2:15][CH2:16][CH2:17][C:9]=4[C:8]=3[CH:7]=[CH:6][C:5]=2[CH:4]=[CH:3][CH:2]=1.ClC1C(=O)C(C#N)=C(C#N)C(=O)C=1Cl. The catalyst is O1CCOCC1. The product is [CH:1]1[C:13]2[C:12]3[O:11][C:10]4[CH:14]=[CH:15][CH:16]=[CH:17][C:9]=4[C:8]=3[CH:7]=[CH:6][C:5]=2[CH:4]=[CH:3][CH:2]=1. The yield is 0.600.